Dataset: Forward reaction prediction with 1.9M reactions from USPTO patents (1976-2016). Task: Predict the product of the given reaction. (1) Given the reactants [CH2:1]([O:3][C:4](=[O:22])[C:5]([CH3:21])([O:7][C:8]1[CH:13]=[C:12]([C:14]([F:17])([F:16])[F:15])[CH:11]=[C:10]([N+:18]([O-])=O)[CH:9]=1)[CH3:6])[CH3:2], predict the reaction product. The product is: [CH2:1]([O:3][C:4](=[O:22])[C:5]([O:7][C:8]1[CH:13]=[C:12]([C:14]([F:16])([F:17])[F:15])[CH:11]=[C:10]([NH2:18])[CH:9]=1)([CH3:21])[CH3:6])[CH3:2]. (2) Given the reactants [CH2:1]([O:3][C:4](=[O:34])[CH:5]=[CH:6][C:7]1[CH:12]=[C:11]([Cl:13])[CH:10]=[CH:9][C:8]=1[O:14][CH2:15][C:16]([N:18]1[CH2:23][C@H:22]([CH3:24])[N:21]([CH2:25][C:26]2[CH:31]=[CH:30][C:29]([F:32])=[CH:28][CH:27]=2)[CH2:20][C@H:19]1[CH3:33])=[O:17])[CH3:2].[H][H], predict the reaction product. The product is: [CH2:1]([O:3][C:4](=[O:34])[CH2:5][CH2:6][C:7]1[CH:12]=[C:11]([Cl:13])[CH:10]=[CH:9][C:8]=1[O:14][CH2:15][C:16]([N:18]1[CH2:23][C@H:22]([CH3:24])[N:21]([CH2:25][C:26]2[CH:27]=[CH:28][C:29]([F:32])=[CH:30][CH:31]=2)[CH2:20][C@H:19]1[CH3:33])=[O:17])[CH3:2].